Dataset: Catalyst prediction with 721,799 reactions and 888 catalyst types from USPTO. Task: Predict which catalyst facilitates the given reaction. (1) Reactant: [NH2:1][C:2]1[C:7]2[C:8]([C:11]3[CH:16]=[CH:15][C:14]([NH:17][C:18]([C:20]4[N:21]([CH3:29])[C:22]5[C:27]([CH:28]=4)=[CH:26][CH:25]=[CH:24][CH:23]=5)=[O:19])=[C:13]([O:30][CH3:31])[CH:12]=3)=[CH:9][S:10][C:6]=2[C:5]([C:32]([NH:34][CH2:35][CH:36](OC)[O:37]C)=[O:33])=[CH:4][N:3]=1.FC(F)(F)C(O)=O.O. Product: [NH2:1][C:2]1[C:7]2[C:8]([C:11]3[CH:16]=[CH:15][C:14]([NH:17][C:18]([C:20]4[N:21]([CH3:29])[C:22]5[C:27]([CH:28]=4)=[CH:26][CH:25]=[CH:24][CH:23]=5)=[O:19])=[C:13]([O:30][CH3:31])[CH:12]=3)=[CH:9][S:10][C:6]=2[C:5]([C:32]([NH:34][CH2:35][CH:36]=[O:37])=[O:33])=[CH:4][N:3]=1. The catalyst class is: 389. (2) Product: [C:2]([O:6][C:7](=[O:8])[CH2:9][N:10]1[C:14]2[CH:15]=[CH:16][CH:17]=[CH:18][C:13]=2[N:12]=[C:11]1[S:19][CH2:20][CH2:21][CH2:22][NH:23][C:33](=[O:40])[C:34]1[CH:39]=[CH:38][CH:37]=[CH:36][CH:35]=1)([CH3:5])([CH3:4])[CH3:3]. Reactant: [Cl-].[C:2]([O:6][C:7]([CH2:9][N:10]1[C:14]2[CH:15]=[CH:16][CH:17]=[CH:18][C:13]=2[N:12]=[C:11]1[S:19][CH2:20][CH2:21][CH2:22][NH3+:23])=[O:8])([CH3:5])([CH3:4])[CH3:3].CCN(C(C)C)C(C)C.[C:33](Cl)(=[O:40])[C:34]1[CH:39]=[CH:38][CH:37]=[CH:36][CH:35]=1. The catalyst class is: 4.